Task: Predict which catalyst facilitates the given reaction.. Dataset: Catalyst prediction with 721,799 reactions and 888 catalyst types from USPTO (1) Reactant: C(OC([NH:8][C@H:9]([CH2:39][C:40]1[CH:45]=[CH:44][CH:43]=[CH:42][CH:41]=1)[C:10]([O:12][C@H:13]([C:24]1[CH:29]=[CH:28][C:27]([O:30][CH:31]([F:33])[F:32])=[C:26]([O:34][CH2:35][CH:36]2[CH2:38][CH2:37]2)[CH:25]=1)[CH2:14][C:15]1[C:20]([Cl:21])=[CH:19][N+:18]([O-:22])=[CH:17][C:16]=1[Cl:23])=[O:11])=O)(C)(C)C. Product: [NH2:8][C@H:9]([CH2:39][C:40]1[CH:41]=[CH:42][CH:43]=[CH:44][CH:45]=1)[C:10]([O:12][C@H:13]([C:24]1[CH:29]=[CH:28][C:27]([O:30][CH:31]([F:33])[F:32])=[C:26]([O:34][CH2:35][CH:36]2[CH2:38][CH2:37]2)[CH:25]=1)[CH2:14][C:15]1[C:20]([Cl:21])=[CH:19][N+:18]([O-:22])=[CH:17][C:16]=1[Cl:23])=[O:11]. The catalyst class is: 818. (2) Reactant: [CH3:1][O:2][C:3]1[CH:8]=[CH:7][C:6]([S:9]([N:12]([C@H:20]([CH2:28][CH3:29])[C:21]([O:23]C(C)(C)C)=[O:22])[CH2:13][C:14]2[CH:15]=[N:16][CH:17]=[CH:18][CH:19]=2)(=[O:11])=[O:10])=[CH:5][CH:4]=1. Product: [CH3:1][O:2][C:3]1[CH:8]=[CH:7][C:6]([S:9]([N:12]([C@H:20]([CH2:28][CH3:29])[C:21]([OH:23])=[O:22])[CH2:13][C:14]2[CH:15]=[N:16][CH:17]=[CH:18][CH:19]=2)(=[O:11])=[O:10])=[CH:5][CH:4]=1. The catalyst class is: 4. (3) Product: [N+:1]([C:4]1[CH:5]=[C:6]([CH:18]=[CH:19][CH:20]=1)[O:7][CH2:8][CH2:9][S:10][C:11]1[CH:12]=[C:13]([NH:14][C:26](=[O:27])[O:25][C:21]([CH3:24])([CH3:23])[CH3:22])[CH:15]=[CH:16][CH:17]=1)([O-:3])=[O:2]. Reactant: [N+:1]([C:4]1[CH:5]=[C:6]([CH:18]=[CH:19][CH:20]=1)[O:7][CH2:8][CH2:9][S:10][C:11]1[CH:12]=[C:13]([CH:15]=[CH:16][CH:17]=1)[NH2:14])([O-:3])=[O:2].[C:21]([O:25][C:26](O[C:26]([O:25][C:21]([CH3:24])([CH3:23])[CH3:22])=[O:27])=[O:27])([CH3:24])([CH3:23])[CH3:22]. The catalyst class is: 8. (4) Reactant: [NH2:1][CH2:2][CH2:3][CH2:4][N:5]1[CH2:10][CH2:9][N:8]([CH2:11][CH2:12][CH2:13][NH2:14])[CH2:7][CH2:6]1.[N+:15]([C:18]1[CH:25]=[CH:24][C:21]([CH:22]=O)=[CH:20][CH:19]=1)([O-:17])=[O:16].[BH4-].[Na+].[OH2:28]. Product: [N+:15]([C:18]1[CH:25]=[CH:24][C:21]([CH2:22][NH:14][CH2:13][CH2:12][CH2:11][N:8]2[CH2:7][CH2:6][N:5]([CH2:4][CH2:3][CH2:2][NH:1][CH2:22][C:21]3[CH:24]=[CH:25][C:18]([N+:15]([O-:16])=[O:28])=[CH:19][CH:20]=3)[CH2:10][CH2:9]2)=[CH:20][CH:19]=1)([O-:17])=[O:16]. The catalyst class is: 8. (5) Reactant: [C:1]([NH:13][NH2:14])(=[O:12])[C:2]1[C:3](=[CH:8][CH:9]=[CH:10][CH:11]=1)[C:4](NN)=[O:5].C([O-])([O-])=O.[K+].[K+].Br[CH2:22][C:23]1[N:33]([CH2:34][C:35]([CH3:38])([CH3:37])[CH3:36])[C:26]2[N:27]=[C:28]([C:31]#[N:32])[N:29]=[CH:30][C:25]=2[CH:24]=1. Product: [CH3:36][C:35]([CH3:38])([CH3:37])[CH2:34][N:33]1[C:26]2[N:27]=[C:28]([C:31]#[N:32])[N:29]=[CH:30][C:25]=2[CH:24]=[C:23]1[CH2:22][N:14]1[NH:13][C:1](=[O:12])[C:2]2[C:3](=[CH:8][CH:9]=[CH:10][CH:11]=2)[C:4]1=[O:5]. The catalyst class is: 3. (6) Reactant: [CH3:1][O:2][C:3]1[CH:8]=[CH:7][C:6]([C:9]2[C:13]3[CH:14]=[C:15]([C:18]([NH:20][NH2:21])=[O:19])[CH:16]=[CH:17][C:12]=3[O:11][CH:10]=2)=[CH:5][CH:4]=1.C(N(CC)CC)C.[C:29](Cl)(=[O:31])[CH3:30]. Product: [C:29]([NH:21][NH:20][C:18]([C:15]1[CH:16]=[CH:17][C:12]2[O:11][CH:10]=[C:9]([C:6]3[CH:7]=[CH:8][C:3]([O:2][CH3:1])=[CH:4][CH:5]=3)[C:13]=2[CH:14]=1)=[O:19])(=[O:31])[CH3:30]. The catalyst class is: 54. (7) Reactant: [NH2:1][C:2]1[CH:3]=[C:4]([CH:7]=[CH:8][C:9]=1[OH:10])[C:5]#[N:6].C(O[C:14]([S-])=[S:15])C.[K+].Cl. Product: [S:15]=[C:14]1[NH:1][C:2]2[CH:3]=[C:4]([C:5]#[N:6])[CH:7]=[CH:8][C:9]=2[O:10]1. The catalyst class is: 17.